From a dataset of Full USPTO retrosynthesis dataset with 1.9M reactions from patents (1976-2016). Predict the reactants needed to synthesize the given product. (1) Given the product [CH3:29][C:30]1([CH2:34][O:1][C:2]2[CH:3]=[C:4]([C@H:8]3[CH2:10][C@@H:9]3[C:11]([NH:13][C@@H:14]([C:16]3[CH:21]=[CH:20][C:19]([O:22][CH2:23][C:24]([F:27])([F:25])[F:26])=[CH:18][N:17]=3)[CH3:15])=[O:12])[CH:5]=[CH:6][CH:7]=2)[CH2:33][O:32][CH2:31]1, predict the reactants needed to synthesize it. The reactants are: [OH:1][C:2]1[CH:3]=[C:4]([C@H:8]2[CH2:10][C@@H:9]2[C:11]([NH:13][C@@H:14]([C:16]2[CH:21]=[CH:20][C:19]([O:22][CH2:23][C:24]([F:27])([F:26])[F:25])=[CH:18][N:17]=2)[CH3:15])=[O:12])[CH:5]=[CH:6][CH:7]=1.Cl[CH2:29][C:30]1([CH3:34])[CH2:33][O:32][CH2:31]1.C(=O)([O-])[O-].[K+].[K+].O. (2) Given the product [F:1][C:2]1[C:7]([F:8])=[CH:6][CH:5]=[CH:4][C:3]=1[CH2:9][NH:10][C:12]1[CH:22]=[C:16]2[N:17]([CH3:21])[CH2:18][CH2:19][CH2:20][N:15]2[C:14](=[O:23])[N:13]=1, predict the reactants needed to synthesize it. The reactants are: [F:1][C:2]1[C:7]([F:8])=[CH:6][CH:5]=[CH:4][C:3]=1[CH2:9][NH2:10].Cl[C:12]1[CH:22]=[C:16]2[N:17]([CH3:21])[CH2:18][CH2:19][CH2:20][N:15]2[C:14](=[O:23])[N:13]=1.